This data is from NCI-60 drug combinations with 297,098 pairs across 59 cell lines. The task is: Regression. Given two drug SMILES strings and cell line genomic features, predict the synergy score measuring deviation from expected non-interaction effect. (1) Drug 1: CC1=C(C=C(C=C1)NC2=NC=CC(=N2)N(C)C3=CC4=NN(C(=C4C=C3)C)C)S(=O)(=O)N.Cl. Drug 2: C1=CN(C=N1)CC(O)(P(=O)(O)O)P(=O)(O)O. Cell line: A549. Synergy scores: CSS=6.33, Synergy_ZIP=0.368, Synergy_Bliss=2.32, Synergy_Loewe=3.16, Synergy_HSA=1.53. (2) Drug 1: CC12CCC3C(C1CCC2=O)CC(=C)C4=CC(=O)C=CC34C. Drug 2: CS(=O)(=O)OCCCCOS(=O)(=O)C. Cell line: OVCAR-5. Synergy scores: CSS=40.5, Synergy_ZIP=-0.748, Synergy_Bliss=0.702, Synergy_Loewe=-12.7, Synergy_HSA=0.692.